From a dataset of Reaction yield outcomes from USPTO patents with 853,638 reactions. Predict the reaction yield, written as a fraction of the theoretical maximum amount of product (1.0 means a 100% yield; for example, 0.34 means a 34% yield). (1) The reactants are [Cl:1][C:2]1[CH:7]=[CH:6][N:5]=[C:4]2[NH:8][C:9]([C:11]3[CH:16]=[CH:15][C:14]([CH2:17][N:18]4[CH2:23][CH2:22][N:21]([CH3:24])[CH2:20][CH2:19]4)=[CH:13][CH:12]=3)=[N:10][C:3]=12.[N:25]1[CH:30]=[CH:29][C:28](B(O)O)=[CH:27][CH:26]=1.C(=O)([O-])[O-].[Na+].[Na+]. The catalyst is C1C=CC(P(C2C=CC=CC=2)[C-]2C=CC=C2)=CC=1.C1C=CC(P(C2C=CC=CC=2)[C-]2C=CC=C2)=CC=1.Cl[Pd]Cl.[Fe+2]. The product is [ClH:1].[CH3:24][N:21]1[CH2:22][CH2:23][N:18]([CH2:17][C:14]2[CH:15]=[CH:16][C:11]([C:9]3[NH:8][C:4]4=[N:5][CH:6]=[CH:7][C:2]([C:28]5[CH:29]=[CH:30][N:25]=[CH:26][CH:27]=5)=[C:3]4[N:10]=3)=[CH:12][CH:13]=2)[CH2:19][CH2:20]1. The yield is 0.360. (2) The reactants are [Cl:1][C:2]1[CH:10]=[C:6]([C:7]([OH:9])=O)[C:5]([OH:11])=[CH:4][CH:3]=1.[NH2:12][C:13]1[CH:18]=[CH:17][C:16]([N:19]2[C:23]([C:24]3[CH:29]=[CH:28][CH:27]=[CH:26][CH:25]=3)=[CH:22][C:21]([C:30]([F:33])([F:32])[F:31])=[N:20]2)=[CH:15][CH:14]=1. No catalyst specified. The product is [Cl:1][C:2]1[CH:3]=[CH:4][C:5]([OH:11])=[C:6]([CH:10]=1)[C:7]([NH:12][C:13]1[CH:18]=[CH:17][C:16]([N:19]2[C:23]([C:24]3[CH:29]=[CH:28][CH:27]=[CH:26][CH:25]=3)=[CH:22][C:21]([C:30]([F:33])([F:32])[F:31])=[N:20]2)=[CH:15][CH:14]=1)=[O:9]. The yield is 0.732.